This data is from Full USPTO retrosynthesis dataset with 1.9M reactions from patents (1976-2016). The task is: Predict the reactants needed to synthesize the given product. (1) Given the product [F:32][C:31]([F:34])([F:33])[S:28]([O:1][C:2]1[CH:3]=[CH:4][C:5]([CH:8]2[CH2:9][CH2:10][CH:11]([CH2:14][C:15]([O:17][CH3:18])=[O:16])[CH2:12][CH2:13]2)=[CH:6][CH:7]=1)(=[O:30])=[O:29], predict the reactants needed to synthesize it. The reactants are: [OH:1][C:2]1[CH:7]=[CH:6][C:5]([CH:8]2[CH2:13][CH2:12][CH:11]([CH2:14][C:15]([O:17][CH3:18])=[O:16])[CH2:10][CH2:9]2)=[CH:4][CH:3]=1.C(N(C(C)C)CC)(C)C.[S:28](O[S:28]([C:31]([F:34])([F:33])[F:32])(=[O:30])=[O:29])([C:31]([F:34])([F:33])[F:32])(=[O:30])=[O:29]. (2) Given the product [C:22]([C:8]1[CH:9]=[C:10]([S:13]([NH:16][C:17]2[S:18][CH:19]=[CH:20][N:21]=2)(=[O:15])=[O:14])[CH:11]=[CH:12][C:7]=1[O:6][C:5]1[CH:24]=[CH:72][C:49]([C:43]2[CH:48]=[CH:51][CH:50]=[CH:47][C:44]=2[CH2:46][N:60]([CH3:59])[C:61](=[O:67])[O:62][C:63]([CH3:65])([CH3:64])[CH3:66])=[CH:3][C:4]=1[C:26]1[N:30]([CH3:31])[N:29]=[CH:28][CH:27]=1)#[N:23], predict the reactants needed to synthesize it. The reactants are: BrC1C=[CH:24][C:5]([O:6][C:7]2[CH:12]=[CH:11][C:10]([S:13]([NH:16][C:17]3[S:18][CH:19]=[CH:20][N:21]=3)(=[O:15])=[O:14])=[CH:9][C:8]=2[C:22]#[N:23])=[C:4]([C:26]2[N:30]([CH3:31])[N:29]=[CH:28][CH:27]=2)[CH:3]=1.B1(B2O[C:44]([CH3:47])([CH3:46])[C:43]([CH3:49])([CH3:48])O2)O[C:44]([CH3:47])([CH3:46])[C:43]([CH3:49])([CH3:48])O1.[C:50]([O-])(=O)[CH3:51].[K+].IC1C=CC=CC=1C[CH2:59][NH:60][C:61](=[O:67])[O:62][C:63]([CH3:66])([CH3:65])[CH3:64].[C:72](=O)([O-])[O-].[K+].[K+]. (3) Given the product [CH3:10][C:4]1[CH:3]=[C:2]([B:11]2[O:15][C:14]([CH3:17])([CH3:16])[C:13]([CH3:19])([CH3:18])[O:12]2)[CH:9]=[CH:8][C:5]=1[C:6]#[N:7], predict the reactants needed to synthesize it. The reactants are: Br[C:2]1[CH:9]=[CH:8][C:5]([C:6]#[N:7])=[C:4]([CH3:10])[CH:3]=1.[B:11]1([B:11]2[O:15][C:14]([CH3:17])([CH3:16])[C:13]([CH3:19])([CH3:18])[O:12]2)[O:15][C:14]([CH3:17])([CH3:16])[C:13]([CH3:19])([CH3:18])[O:12]1.C([O-])(=O)C.[K+].C(Cl)Cl. (4) The reactants are: [C:1]([C:5]1[CH:6]=[CH:7][C:8]([O:33][CH2:34][CH3:35])=[C:9]([C:11]2[N:12]([C:30](Cl)=[O:31])[C@H:13]([C:23]3[CH:28]=[CH:27][C:26]([Cl:29])=[CH:25][CH:24]=3)[C@H:14]([C:16]3[CH:21]=[CH:20][C:19]([Cl:22])=[CH:18][CH:17]=3)[N:15]=2)[CH:10]=1)([CH3:4])([CH3:3])[CH3:2].[NH:36]1[CH2:41][CH2:40][NH:39][CH2:38][C:37]1=[O:42]. Given the product [C:1]([C:5]1[CH:6]=[CH:7][C:8]([O:33][CH2:34][CH3:35])=[C:9]([C:11]2[N:12]([C:30]([N:39]3[CH2:40][CH2:41][NH:36][C:37](=[O:42])[CH2:38]3)=[O:31])[C@H:13]([C:23]3[CH:24]=[CH:25][C:26]([Cl:29])=[CH:27][CH:28]=3)[C@H:14]([C:16]3[CH:21]=[CH:20][C:19]([Cl:22])=[CH:18][CH:17]=3)[N:15]=2)[CH:10]=1)([CH3:4])([CH3:2])[CH3:3], predict the reactants needed to synthesize it. (5) Given the product [CH3:35][S:32]([C:29]1[CH:30]=[CH:31][C:26](/[C:19](/[C:11]2[NH:10][C:14]3=[N:15][CH:16]=[CH:17][CH:18]=[C:13]3[CH:12]=2)=[CH:20]\[C:21]([CH3:24])([CH3:23])[CH3:22])=[CH:27][CH:28]=1)(=[O:33])=[O:34], predict the reactants needed to synthesize it. The reactants are: C1(S([N:10]2[C:14]3=[N:15][CH:16]=[CH:17][CH:18]=[C:13]3[CH:12]=[C:11]2[C:19]([C:26]2[CH:31]=[CH:30][C:29]([S:32]([CH3:35])(=[O:34])=[O:33])=[CH:28][CH:27]=2)(O)[CH2:20][C:21]([CH3:24])([CH3:23])[CH3:22])(=O)=O)C=CC=CC=1.[F-].C([N+](CCCC)(CCCC)CCCC)CCC. (6) Given the product [ClH:43].[CH3:1][O:2][C:3]1[CH:8]=[CH:7][C:6]([CH:9]([N:11]2[CH2:16][CH2:15][C:14]([CH2:18][C:19](=[O:26])[C:20]3[CH:25]=[CH:24][CH:23]=[CH:22][CH:21]=3)([F:40])[CH2:13][CH2:12]2)[CH3:10])=[CH:5][CH:4]=1, predict the reactants needed to synthesize it. The reactants are: [CH3:1][O:2][C:3]1[CH:8]=[CH:7][C:6]([CH:9]([N:11]2[CH2:16][CH2:15][C:14]([CH2:18][C:19](=[O:26])[C:20]3[CH:25]=[CH:24][CH:23]=[CH:22][CH:21]=3)(O)[CH2:13][CH2:12]2)[CH3:10])=[CH:5][CH:4]=1.C(=O)=O.CC(C)=O.CCN(S(F)(F)[F:40])CC.[Cl:43]CCl.